Dataset: Forward reaction prediction with 1.9M reactions from USPTO patents (1976-2016). Task: Predict the product of the given reaction. Given the reactants [NH:1]([C:5]1[CH:14]=[C:13]2[C:8]([C:9]([CH2:16][C:17]3[CH:22]=[CH:21][N:20]=[CH:19][CH:18]=3)=[N:10][N:11]=[C:12]2[Cl:15])=[CH:7][CH:6]=1)[C:2]([CH3:4])=[O:3].[CH3:23][O:24][C:25]1[CH:26]=[C:27]([CH:29]=[CH:30][CH:31]=1)[NH2:28], predict the reaction product. The product is: [ClH:15].[NH:1]([C:5]1[CH:14]=[C:13]2[C:8]([C:9]([CH2:16][C:17]3[CH:22]=[CH:21][N:20]=[CH:19][CH:18]=3)=[N:10][N:11]=[C:12]2[NH:28][C:27]2[CH:29]=[CH:30][CH:31]=[C:25]([O:24][CH3:23])[CH:26]=2)=[CH:7][CH:6]=1)[C:2]([CH3:4])=[O:3].